Dataset: Forward reaction prediction with 1.9M reactions from USPTO patents (1976-2016). Task: Predict the product of the given reaction. (1) Given the reactants [S:1]1[C:5]([C:6]([OH:8])=O)=[CH:4][C:3]2[S:9][CH:10]=[CH:11][C:2]1=2.[CH3:12][CH:13]([CH3:37])[CH2:14][C@H:15]([NH-:36])[C:16](=[O:35])[NH:17][CH:18]1[CH2:24][CH2:23][CH2:22][N:21]([S:25]([C:28]2[CH:33]=[CH:32][CH:31]=[CH:30][N:29]=2)(=[O:27])=[O:26])[CH2:20][CH:19]1[OH:34], predict the reaction product. The product is: [CH3:12][CH:13]([CH3:37])[CH2:14][C@H:15]([NH:36][C:6]([C:5]1[S:1][C:2]2[CH:11]=[CH:10][S:9][C:3]=2[CH:4]=1)=[O:8])[C:16](=[O:35])[NH:17][CH:18]1[CH2:24][CH2:23][CH2:22][N:21]([S:25]([C:28]2[CH:33]=[CH:32][CH:31]=[CH:30][N:29]=2)(=[O:26])=[O:27])[CH2:20][C:19]1=[O:34]. (2) Given the reactants [CH2:1]=[CH:2][C:3]1[CH:8]=[CH:7][CH:6]=[CH:5][CH:4]=1.C1(P(C(C)(C)C)C(C)(C)C)C=CC=CC=1.Cl[C:25]1[CH:26]=[C:27]([C:31]([F:34])([F:33])[F:32])[CH:28]=[CH:29][CH:30]=1.C1(C(N)C2CCCCC2)CCCCC1, predict the reaction product. The product is: [F:32][C:31]([F:34])([F:33])[C:27]1[CH:26]=[C:25](/[CH:1]=[CH:2]/[C:3]2[CH:8]=[CH:7][CH:6]=[CH:5][CH:4]=2)[CH:30]=[CH:29][CH:28]=1. (3) Given the reactants [C:1]1([CH3:12])[CH:6]=[CH:5][CH:4]=[CH:3][C:2]=1[C:7]1([C:10]#[N:11])[CH2:9][CH2:8]1.N.[H][H], predict the reaction product. The product is: [C:1]1([CH3:12])[CH:6]=[CH:5][CH:4]=[CH:3][C:2]=1[C:7]1([CH2:10][NH2:11])[CH2:8][CH2:9]1. (4) Given the reactants [C:1]([C:3]1[CH:4]=[C:5]([CH:9]=[CH:10][C:11]=1[C:12]([N:14]1[CH2:18][CH2:17][CH2:16][CH2:15]1)=[O:13])[C:6]([OH:8])=O)#[CH:2].CN(C(ON1N=NC2C=CC=CC1=2)=[N+](C)C)C.[B-](F)(F)(F)F.C(N(C(C)C)CC)(C)C.[Cl:50][C:51]1[CH:62]=[CH:61][C:54]2[N:55]=[C:56]([CH:58]([NH2:60])[CH3:59])[NH:57][C:53]=2[CH:52]=1.ClCl, predict the reaction product. The product is: [Cl:50][C:51]1[CH:62]=[CH:61][C:54]2[NH:55][C:56]([CH:58]([NH:60][C:6](=[O:8])[C:5]3[CH:9]=[CH:10][C:11]([C:12]([N:14]4[CH2:18][CH2:17][CH2:16][CH2:15]4)=[O:13])=[C:3]([C:1]#[CH:2])[CH:4]=3)[CH3:59])=[N:57][C:53]=2[CH:52]=1. (5) Given the reactants [C:1]1([C:7]2[CH:12]=[CH:11][CH:10]=[CH:9][CH:8]=2)[CH2:6][CH2:5][CH2:4][CH2:3][CH:2]=1.[H][H], predict the reaction product. The product is: [CH:7]1([C:1]2[CH:2]=[CH:3][CH:4]=[CH:5][CH:6]=2)[CH2:8][CH2:9][CH2:10][CH2:11][CH2:12]1. (6) Given the reactants [Cl:1][C:2]1[N:6]2[C:7]([F:11])=[CH:8][CH:9]=[CH:10][C:5]2=[N:4][C:3]=1[CH2:12][N:13]([CH3:24])[C@@H:14]1[C:23]2[N:22]=[CH:21][CH:20]=[CH:19][C:18]=2[CH2:17][CH2:16][CH2:15]1.F[C:26]1N2C=C(CN(CCC)[C@@H]3C4N=CC=CC=4CCC3)N=C2C=C[CH:27]=1.ClN1C(=O)CCC1=O, predict the reaction product. The product is: [Cl:1][C:2]1[N:6]2[C:7]([F:11])=[CH:8][CH:9]=[CH:10][C:5]2=[N:4][C:3]=1[CH2:12][N:13]([CH2:24][CH2:26][CH3:27])[C@@H:14]1[C:23]2[N:22]=[CH:21][CH:20]=[CH:19][C:18]=2[CH2:17][CH2:16][CH2:15]1. (7) The product is: [CH3:5][O:6][C:7]1[CH:8]=[C:9]([CH2:15][CH:16]([OH:17])[CH2:1][CH3:2])[CH:10]=[CH:11][C:12]=1[O:13][CH3:14]. Given the reactants [CH2:1]([Mg]Br)[CH3:2].[CH3:5][O:6][C:7]1[CH:8]=[C:9]([CH2:15][CH:16]=[O:17])[CH:10]=[CH:11][C:12]=1[O:13][CH3:14], predict the reaction product. (8) Given the reactants [NH2:1][C:2]1[CH:21]=[CH:20][C:5]([CH2:6][CH:7]([P:14](=[O:19])([O:17][CH3:18])[O:15][CH3:16])[P:8](=[O:13])([O:11][CH3:12])[O:9][CH3:10])=[CH:4][CH:3]=1.N1C=CC=CC=1.[Br:28][CH2:29][C:30](Br)=[O:31], predict the reaction product. The product is: [Br:28][CH2:29][C:30]([NH:1][C:2]1[CH:3]=[CH:4][C:5]([CH2:6][CH:7]([P:14](=[O:19])([O:17][CH3:18])[O:15][CH3:16])[P:8](=[O:13])([O:11][CH3:12])[O:9][CH3:10])=[CH:20][CH:21]=1)=[O:31]. (9) The product is: [CH:22]([O-:23])=[O:21].[CH3:12][N:5]([C:6]1[CH:11]=[CH:10][CH:9]=[CH:8][CH:7]=1)[C:3]([CH2:2][N+:13]12[CH2:20][CH2:19][CH:16]([CH2:17][CH2:18]1)[C@@H:15]([O:21][C:22]([C:24]1([C:31]3[CH:32]=[CH:33][CH:34]=[CH:35][CH:36]=3)[CH2:30][CH2:29][CH2:28][CH2:27][CH2:26][CH2:25]1)=[O:23])[CH2:14]2)=[O:4]. Given the reactants Br[CH2:2][C:3]([N:5]([CH3:12])[C:6]1[CH:11]=[CH:10][CH:9]=[CH:8][CH:7]=1)=[O:4].[N:13]12[CH2:20][CH2:19][CH:16]([CH2:17][CH2:18]1)[C@@H:15]([O:21][C:22]([C:24]1([C:31]3[CH:36]=[CH:35][CH:34]=[CH:33][CH:32]=3)[CH2:30][CH2:29][CH2:28][CH2:27][CH2:26][CH2:25]1)=[O:23])[CH2:14]2, predict the reaction product.